From a dataset of Full USPTO retrosynthesis dataset with 1.9M reactions from patents (1976-2016). Predict the reactants needed to synthesize the given product. (1) Given the product [F:18][C:12]1([F:17])[C:13]([F:15])([F:16])[CH2:14][N:10]([C:7]2[N:8]=[CH:9][C:4]([NH2:1])=[CH:5][CH:6]=2)[CH2:11]1, predict the reactants needed to synthesize it. The reactants are: [N+:1]([C:4]1[CH:5]=[CH:6][C:7]([N:10]2[CH2:14][C:13]([F:16])([F:15])[C:12]([F:18])([F:17])[CH2:11]2)=[N:8][CH:9]=1)([O-])=O. (2) Given the product [Cl:7][C:8]1[C:13]([CH2:14][CH2:15][NH2:16])=[CH:12][CH:11]=[C:10]([C:19]([F:20])([F:21])[F:22])[N:9]=1.[ClH:7], predict the reactants needed to synthesize it. The reactants are: [BH4-].[Na+].B(F)(F)F.[Cl:7][C:8]1[C:13](/[CH:14]=[CH:15]/[N+:16]([O-])=O)=[CH:12][CH:11]=[C:10]([C:19]([F:22])([F:21])[F:20])[N:9]=1. (3) Given the product [C:1]([O:5][C:6]([C:8]1[C:16]2[CH2:15][CH2:14][N:13]([CH2:17][C:18]3[CH:19]=[CH:20][C:21]([O:24][CH3:25])=[CH:22][CH:23]=3)[CH:12]([CH2:26][NH2:27])[C:11]=2[S:10][C:9]=1[NH2:38])=[O:7])([CH3:4])([CH3:2])[CH3:3], predict the reactants needed to synthesize it. The reactants are: [C:1]([O:5][C:6]([C:8]1[C:16]2[CH2:15][CH2:14][N:13]([CH2:17][C:18]3[CH:23]=[CH:22][C:21]([O:24][CH3:25])=[CH:20][CH:19]=3)[CH:12]([CH2:26][N:27]3C(=O)C4C(=CC=CC=4)C3=O)[C:11]=2[S:10][C:9]=1[NH2:38])=[O:7])([CH3:4])([CH3:3])[CH3:2].NN. (4) The reactants are: [Cl:1][C:2]1[CH:3]=[C:4]([NH:9][C:10]2[C:19]3[C:14](=[CH:15][C:16]([O:27][CH2:28]C)=[C:17]([NH:20][C:21](=[O:26])[CH:22]=[CH:23][CH2:24]Br)[CH:18]=3)[N:13]=[CH:12][C:11]=2[C:30]#[N:31])[CH:5]=[CH:6][C:7]=1[F:8].[NH:32]1[CH2:36][CH2:35][CH:34]([OH:37])[CH2:33]1.[C:38](=[O:41])(O)[O-].[Na+]. Given the product [Cl:1][C:2]1[CH:3]=[C:4]([NH:9][C:10]2[C:19]3[C:14](=[CH:15][C:16]([O:27][CH3:28])=[C:17]([NH:20][C:21](=[O:26])[CH2:22][CH:23]([N:9]4[CH2:4][CH2:3][CH:38]([OH:41])[CH2:10]4)[CH2:24][N:32]4[CH2:36][CH2:35][CH:34]([OH:37])[CH2:33]4)[CH:18]=3)[N:13]=[CH:12][C:11]=2[C:30]#[N:31])[CH:5]=[CH:6][C:7]=1[F:8], predict the reactants needed to synthesize it. (5) Given the product [O:17]=[C:8]1[N:7]([NH:18][S:19]([CH3:22])(=[O:20])=[O:21])[C:6](=[O:23])[C:5]2[C:10](=[CH:11][C:12]([C:13]([F:15])([F:16])[F:14])=[C:3]([CH2:2][N:1]3[CH:26]=[CH:30][CH:29]=[CH:28]3)[CH:4]=2)[NH:9]1, predict the reactants needed to synthesize it. The reactants are: [NH2:1][CH2:2][C:3]1[CH:4]=[C:5]2[C:10](=[CH:11][C:12]=1[C:13]([F:16])([F:15])[F:14])[NH:9][C:8](=[O:17])[N:7]([NH:18][S:19]([CH3:22])(=[O:21])=[O:20])[C:6]2=[O:23].CO[CH:26]1[CH2:30][CH2:29][CH:28](OC)O1. (6) Given the product [CH2:4]1[C:5]2([CH2:10][CH2:9][N:8]([C:18]([O:20][C:21]([CH3:24])([CH3:23])[CH3:22])=[O:19])[CH2:7][CH2:6]2)[CH2:1][CH2:2][CH2:3]1, predict the reactants needed to synthesize it. The reactants are: [CH2:1]1[C:5]2([CH2:10][CH2:9][NH:8][CH2:7][CH2:6]2)[CH2:4][CH2:3][CH2:2]1.C(N(CC)CC)C.[C:18](OC([O-])=O)([O:20][C:21]([CH3:24])([CH3:23])[CH3:22])=[O:19]. (7) The reactants are: [C:9](O[C:9]([O:11][C:12]([CH3:15])([CH3:14])[CH3:13])=[O:10])([O:11][C:12]([CH3:15])([CH3:14])[CH3:13])=[O:10].[NH2:16][C:17]1[CH:18]=[C:19]([CH:22]=[CH:23][CH:24]=1)[CH2:20][NH2:21]. Given the product [NH2:16][C:17]1[CH:18]=[C:19]([CH:22]=[CH:23][CH:24]=1)[CH2:20][NH:21][C:9](=[O:10])[O:11][C:12]([CH3:13])([CH3:14])[CH3:15], predict the reactants needed to synthesize it. (8) Given the product [C:7]1([C:1]2[CH:2]=[CH:3][CH:4]=[CH:5][CH:6]=2)[CH:8]=[CH:9][C:10]([O:13][CH2:24][C:22]2[N:23]=[C:19]([C:17]([OH:18])=[O:16])[S:20][CH:21]=2)=[CH:11][CH:12]=1, predict the reactants needed to synthesize it. The reactants are: [C:1]1([C:7]2[CH:12]=[CH:11][C:10]([OH:13])=[CH:9][CH:8]=2)[CH:6]=[CH:5][CH:4]=[CH:3][CH:2]=1.C([O:16][C:17]([C:19]1[S:20][CH:21]=[C:22]([CH2:24]Cl)[N:23]=1)=[O:18])C.